Dataset: Rat liver microsome stability data. Task: Regression/Classification. Given a drug SMILES string, predict its absorption, distribution, metabolism, or excretion properties. Task type varies by dataset: regression for continuous measurements (e.g., permeability, clearance, half-life) or binary classification for categorical outcomes (e.g., BBB penetration, CYP inhibition). Dataset: rlm. The molecule is O=C(NC1CCCN(c2cc(-c3ccc(F)cc3)n[nH]2)C1)c1ccc2ncccc2c1. The result is 1 (stable in rat liver microsomes).